This data is from Forward reaction prediction with 1.9M reactions from USPTO patents (1976-2016). The task is: Predict the product of the given reaction. (1) The product is: [CH3:1][C:2]1([CH3:20])[C:10]2[C:5](=[CH:6][CH:7]=[C:8]([C:24]3[CH:25]=[CH:26][CH:27]=[CH:28][C:23]=3[C:21]#[N:22])[CH:9]=2)[C:4](=[O:19])[CH2:3]1. Given the reactants [CH3:1][C:2]1([CH3:20])[C:10]2[C:5](=[CH:6][CH:7]=[C:8](OS(C(F)(F)F)(=O)=O)[CH:9]=2)[C:4](=[O:19])[CH2:3]1.[C:21]([C:23]1[CH:28]=[CH:27][CH:26]=[CH:25][C:24]=1B(O)O)#[N:22], predict the reaction product. (2) Given the reactants [OH-].[Na+].[CH2:3]([CH:5]([CH2:9][CH2:10][CH2:11][CH3:12])[C:6]([OH:8])=[O:7])[CH3:4].[Cl-].Cl[C:15]([O:17][CH3:18])=[O:16], predict the reaction product. The product is: [C:15](=[O:16])([O:17][CH3:18])[O:7][C:6](=[O:8])[CH:5]([CH2:3][CH3:4])[CH2:9][CH2:10][CH2:11][CH3:12]. (3) Given the reactants Cl[C:2]1[C:11]2[C:6](=[CH:7][C:8]([C:12]3[CH:13]=[C:14]([CH:20]=[CH:21][C:22]=3[CH3:23])[C:15]([O:17][CH2:18][CH3:19])=[O:16])=[CH:9][CH:10]=2)[CH:5]=[N:4][N:3]=1.[CH:24]([NH2:27])([CH3:26])[CH3:25], predict the reaction product. The product is: [CH:24]([NH:27][C:2]1[C:11]2[C:6](=[CH:7][C:8]([C:12]3[CH:13]=[C:14]([CH:20]=[CH:21][C:22]=3[CH3:23])[C:15]([O:17][CH2:18][CH3:19])=[O:16])=[CH:9][CH:10]=2)[CH:5]=[N:4][N:3]=1)([CH3:26])[CH3:25]. (4) The product is: [CH3:24][NH:25][C:26](=[O:32])[CH2:27][CH2:28][C:29]([O:23][C@@:9]1([C:14]#[C:15][C:16]2[CH:17]=[C:18]([CH3:22])[CH:19]=[CH:20][CH:21]=2)[CH2:10][CH2:11][CH2:12][C@@H:13]2[C@H:8]1[CH2:7][CH2:6][N:5]2[C:3]([O:2][CH3:1])=[O:4])=[O:30]. Given the reactants [CH3:1][O:2][C:3]([N:5]1[C@@H:13]2[C@@H:8]([C@@:9]([OH:23])([C:14]#[C:15][C:16]3[CH:17]=[C:18]([CH3:22])[CH:19]=[CH:20][CH:21]=3)[CH2:10][CH2:11][CH2:12]2)[CH2:7][CH2:6]1)=[O:4].[CH3:24][NH:25][C:26](=[O:32])[CH2:27][CH2:28][C:29](O)=[O:30], predict the reaction product. (5) Given the reactants [CH3:1][O:2][C@@H:3]([C@@H:21]1[CH2:25][CH2:24][CH2:23][N:22]1[C:26](=[O:45])[CH2:27][C@@H:28]([O:43][CH3:44])[C@@H:29]([N:34]([CH3:42])[C:35](=[O:41])[C@H:36]([CH:38]([CH3:40])[CH3:39])[NH2:37])[C@@H:30]([CH3:33])[CH2:31][CH3:32])[C@@H:4]([CH3:20])[C:5]([NH:7][C@H:8]([C:16]([O:18]C)=[O:17])[CH2:9][C:10]1[CH:15]=[CH:14][CH:13]=[CH:12][CH:11]=1)=[O:6].[CH3:46][N:47]1[CH2:54][CH2:53][CH2:52][C@@:48]1([CH3:55])[C:49](O)=[O:50].CN(C(ON1N=NC2C=CC=NC1=2)=[N+](C)C)C.F[P-](F)(F)(F)(F)F.CCN(C(C)C)C(C)C.[Li+].[OH-], predict the reaction product. The product is: [CH3:46][N:47]1[CH2:54][CH2:53][CH2:52][C@@:48]1([CH3:55])[C:49]([NH:37][C@H:36]([C:35]([N:34]([C@@H:29]([C@@H:30]([CH3:33])[CH2:31][CH3:32])[C@H:28]([O:43][CH3:44])[CH2:27][C:26]([N:22]1[CH2:23][CH2:24][CH2:25][C@H:21]1[C@H:3]([O:2][CH3:1])[C@@H:4]([CH3:20])[C:5]([NH:7][C@H:8]([C:16]([OH:18])=[O:17])[CH2:9][C:10]1[CH:11]=[CH:12][CH:13]=[CH:14][CH:15]=1)=[O:6])=[O:45])[CH3:42])=[O:41])[CH:38]([CH3:39])[CH3:40])=[O:50]. (6) Given the reactants C(O[C:9]([N:11]1[CH2:15][C@H:14]([CH2:16][CH3:17])[C@H:13]([NH:18]C(OC(C)(C)C)=O)[CH2:12]1)=O)C1C=CC=CC=1.F[C:27]1[C:36](C)=[C:35]2[C:30]([C:31](=[O:45])[C:32]([C:42]([OH:44])=[O:43])=[CH:33][N:34]2[C@@H:38]2[CH2:40][C@@H:39]2[F:41])=[CH:29][CH:28]=1.C(N(CC)CC)C, predict the reaction product. The product is: [NH2:18][C@H:13]1[C@@H:14]([CH2:16][CH3:17])[CH2:15][N:11]([C:9]2[C:36]([CH3:27])=[C:35]3[C:30]([C:31](=[O:45])[C:32]([C:42]([OH:44])=[O:43])=[CH:33][N:34]3[C@@H:38]3[CH2:40][C@@H:39]3[F:41])=[CH:29][CH:28]=2)[CH2:12]1. (7) Given the reactants [CH2:1]([N:5]([S:15]([C:18]1[CH:23]=[CH:22][C:21]([CH3:24])=[CH:20][CH:19]=1)(=[O:17])=[O:16])[C@H:6]([C:12]([OH:14])=[O:13])[CH2:7][CH2:8][CH2:9][CH2:10][NH2:11])[CH:2]([CH3:4])[CH3:3].[C:25]([O:29][C:30]([NH:32][C@H:33]([C:49](O)=[O:50])[CH2:34][C:35]1[CH:40]=[CH:39][C:38]([O:41][CH2:42][C:43]2[CH:48]=[CH:47][CH:46]=[CH:45][CH:44]=2)=[CH:37][CH:36]=1)=[O:31])([CH3:28])([CH3:27])[CH3:26], predict the reaction product. The product is: [CH3:24][C:21]1[CH:22]=[CH:23][C:18]([S:15]([N:5]([C@H:6]([C:12]([OH:14])=[O:13])[CH2:7][CH2:8][CH2:9][CH2:10][NH:11][C:49]([C@@H:33]([NH:32][C:30]([O:29][C:25]([CH3:28])([CH3:27])[CH3:26])=[O:31])[CH2:34][C:35]2[CH:36]=[CH:37][C:38]([O:41][CH2:42][C:43]3[CH:44]=[CH:45][CH:46]=[CH:47][CH:48]=3)=[CH:39][CH:40]=2)=[O:50])[CH2:1][CH:2]([CH3:3])[CH3:4])(=[O:17])=[O:16])=[CH:19][CH:20]=1. (8) Given the reactants [Br:1][C:2]1[CH:3]=[C:4]([NH2:9])[C:5]([NH2:8])=[CH:6][CH:7]=1.[F:10][CH2:11][C:12](O)=O.Cl[C:16]([O:18][CH2:19][CH:20]([CH3:22])[CH3:21])=[O:17], predict the reaction product. The product is: [Br:1][C:2]1[CH:7]=[CH:6][C:5]2[N:8]([C:16]([O:18][CH2:19][CH:20]([CH3:22])[CH3:21])=[O:17])[C:12]([CH2:11][F:10])=[N:9][C:4]=2[CH:3]=1. (9) Given the reactants Br[C:2]1[N:6]2[N:7]=[CH:8][CH:9]=[CH:10][C:5]2=[N:4][CH:3]=1.C[C:12]1[S:16][C:15]([C:17]([O:19][CH3:20])=[O:18])=[CH:14][C:13]=1B1OC(C)(C)C(C)(C)O1.C1(P(C2CCCCC2)C2CCCCC2)CCCCC1.P([O-])([O-])([O-])=O.[K+].[K+].[K+], predict the reaction product. The product is: [N:4]1[CH:3]=[C:2]([C:13]2[CH:14]=[C:15]([C:17]([O:19][CH3:20])=[O:18])[S:16][CH:12]=2)[N:6]2[C:5]=1[CH:10]=[CH:9][CH:8]=[N:7]2. (10) Given the reactants [CH2:1]([O:3][C:4](=[O:22])[C:5]([C:10](=[O:21])[C:11]1[CH:16]=[C:15]([F:17])[C:14]([F:18])=[C:13]([Cl:19])[C:12]=1[F:20])=[CH:6]OCC)[CH3:2].[N:23]1([CH2:29][C:30]2[CH:31]=[C:32]([NH2:36])[CH:33]=[CH:34][CH:35]=2)[CH2:28][CH2:27][CH2:26][CH2:25][CH2:24]1, predict the reaction product. The product is: [CH2:1]([O:3][C:4](=[O:22])[C:5]([C:10](=[O:21])[C:11]1[CH:16]=[C:15]([F:17])[C:14]([F:18])=[C:13]([Cl:19])[C:12]=1[F:20])=[CH:6][NH:36][C:32]1[CH:33]=[CH:34][CH:35]=[C:30]([CH2:29][N:23]2[CH2:24][CH2:25][CH2:26][CH2:27][CH2:28]2)[CH:31]=1)[CH3:2].